From a dataset of Peptide-MHC class I binding affinity with 185,985 pairs from IEDB/IMGT. Regression. Given a peptide amino acid sequence and an MHC pseudo amino acid sequence, predict their binding affinity value. This is MHC class I binding data. The MHC is HLA-B15:01 with pseudo-sequence HLA-B15:01. The peptide sequence is REILFHNTM. The binding affinity (normalized) is 0.520.